Predict the reactants needed to synthesize the given product. From a dataset of Full USPTO retrosynthesis dataset with 1.9M reactions from patents (1976-2016). (1) Given the product [NH2:19][C:15]1[N:16]=[C:17]2[C:13]([N:14]=1)=[C:12]([NH:25][C@H:26]([CH3:29])[CH2:27][OH:28])[NH:11][C:10]([SH:9])=[N:18]2, predict the reactants needed to synthesize it. The reactants are: ClC1C=C(C[S:9][C:10]2[NH:11][C:12]([NH:25][C@H:26]([CH3:29])[CH2:27][OH:28])=[C:13]3[C:17]([N:18]=2)=[N:16][C:15]([NH:19]C(=O)OCC)=[N:14]3)C=CC=1.N.[Na].[Cl-].[NH4+]. (2) Given the product [O:6]=[C:2]([CH3:1])[CH2:7][CH2:8][CH2:9][CH2:10][N:11]1[N:15]=[C:14]([NH:16][C:28]([C:24]2[N:25]=[CH:26][O:27][C:23]=2[C:17]2[CH:18]=[CH:19][CH:20]=[CH:21][CH:22]=2)=[O:29])[CH:13]=[N:12]1, predict the reactants needed to synthesize it. The reactants are: [CH3:1][C:2]1([CH2:7][CH2:8][CH2:9][CH2:10][N:11]2[N:15]=[C:14]([NH2:16])[CH:13]=[N:12]2)[O:6]CCO1.[C:17]1([C:23]2[O:27][CH:26]=[N:25][C:24]=2[C:28](O)=[O:29])[CH:22]=[CH:21][CH:20]=[CH:19][CH:18]=1. (3) Given the product [CH:1]1[C:10]2[C:5](=[CH:6][C:7]([C:11]([OH:13])=[O:12])=[CH:8][CH:9]=2)[CH:4]=[CH:3][C:2]=1[C:15]([OH:17])=[O:16].[CH2:34]([CH2:19][O:20][C:21]1[CH:22]=[C:23]2[C:28](=[CH:29][CH:30]=1)[CH:27]=[C:26]([C:31]([OH:33])=[O:32])[CH:25]=[CH:24]2)[O:35][C:36]1[CH:37]=[C:38]2[C:43](=[CH:44][CH:45]=1)[CH:42]=[C:41]([C:46]([OH:48])=[O:47])[CH:40]=[CH:39]2, predict the reactants needed to synthesize it. The reactants are: [CH:1]1[C:10]2[C:5](=[CH:6][C:7]([C:11]([O:13]C)=[O:12])=[CH:8][CH:9]=2)[CH:4]=[CH:3][C:2]=1[C:15]([O:17]C)=[O:16].[CH2:19]([CH2:34][O:35][C:36]1[CH:37]=[C:38]2[C:43](=[CH:44][CH:45]=1)[CH:42]=[C:41]([C:46]([OH:48])=[O:47])[CH:40]=[CH:39]2)[O:20][C:21]1[CH:22]=[C:23]2[C:28](=[CH:29][CH:30]=1)[CH:27]=[C:26]([C:31]([OH:33])=[O:32])[CH:25]=[CH:24]2. (4) Given the product [CH2:1]([O:3][C:4]([C:6]1[N:15]=[C:14]([Cl:21])[C:13]2[C:8](=[CH:9][CH:10]=[C:11]([O:17][CH3:18])[CH:12]=2)[N:7]=1)=[O:5])[CH3:2], predict the reactants needed to synthesize it. The reactants are: [CH2:1]([O:3][C:4]([C:6]1[NH:15][C:14](=O)[C:13]2[C:8](=[CH:9][CH:10]=[C:11]([O:17][CH3:18])[CH:12]=2)[N:7]=1)=[O:5])[CH3:2].O=P(Cl)(Cl)[Cl:21]. (5) Given the product [F:12][C:13]([F:23])([F:22])[C:14]1[CH:21]=[CH:20][C:17]([CH2:18][O:6][C:5](=[O:7])[C:4]2[CH:8]=[CH:9][C:10]([O:11][CH2:18][C:17]3[CH:16]=[CH:15][C:14]([C:13]([F:12])([F:22])[F:23])=[CH:21][CH:20]=3)=[C:2]([F:1])[CH:3]=2)=[CH:16][CH:15]=1, predict the reactants needed to synthesize it. The reactants are: [F:1][C:2]1[CH:3]=[C:4]([CH:8]=[CH:9][C:10]=1[OH:11])[C:5]([OH:7])=[O:6].[F:12][C:13]([F:23])([F:22])[C:14]1[CH:21]=[CH:20][C:17]([CH2:18]Br)=[CH:16][CH:15]=1.